From a dataset of Catalyst prediction with 721,799 reactions and 888 catalyst types from USPTO. Predict which catalyst facilitates the given reaction. (1) The catalyst class is: 2. Reactant: [CH:1]1[C:10]2[C:5](=[CH:6][CH:7]=[CH:8][CH:9]=2)[CH:4]=[CH:3][C:2]=1[C:11]1[CH2:17][CH:16]2[N:18]([CH2:19][CH2:20][NH:21]C(=O)OC(C)(C)C)[CH:13]([CH2:14][CH2:15]2)[CH:12]=1.FC(F)(F)C(O)=O. Product: [CH:1]1[C:10]2[C:5](=[CH:6][CH:7]=[CH:8][CH:9]=2)[CH:4]=[CH:3][C:2]=1[C:11]1[CH2:12][CH:13]2[N:18]([CH2:19][CH2:20][NH2:21])[CH:16]([CH2:15][CH2:14]2)[CH:17]=1. (2) Reactant: [CH3:1][O:2][C:3]1[CH:4]=[C:5]([CH:25]=[CH:26][C:27]=1[O:28][CH2:29][C:30]1[N:31]=[C:32]([C:36]2[CH:41]=[CH:40][CH:39]=[CH:38][CH:37]=2)[O:33][C:34]=1[CH3:35])[CH2:6][O:7][C:8]1[C:12]([CH:13]=O)=[CH:11][N:10]([C:15]2[CH:20]=[CH:19][C:18]([C:21]([F:24])([F:23])[F:22])=[CH:17][CH:16]=2)[N:9]=1.C(OP([CH2:50][C:51]([O:53][CH2:54][CH3:55])=[O:52])(OCC)=O)C.CN(C)C=O.[H-].[Na+]. Product: [CH3:1][O:2][C:3]1[CH:4]=[C:5]([CH:25]=[CH:26][C:27]=1[O:28][CH2:29][C:30]1[N:31]=[C:32]([C:36]2[CH:37]=[CH:38][CH:39]=[CH:40][CH:41]=2)[O:33][C:34]=1[CH3:35])[CH2:6][O:7][C:8]1[C:12](/[CH:13]=[CH:50]/[C:51]([O:53][CH2:54][CH3:55])=[O:52])=[CH:11][N:10]([C:15]2[CH:16]=[CH:17][C:18]([C:21]([F:23])([F:24])[F:22])=[CH:19][CH:20]=2)[N:9]=1. The catalyst class is: 6.